Task: Predict the reaction yield, written as a fraction of the theoretical maximum amount of product (1.0 means a 100% yield; for example, 0.34 means a 34% yield).. Dataset: Reaction yield outcomes from USPTO patents with 853,638 reactions The reactants are [F:1][C:2]([F:28])([F:27])[C:3]1[CH:8]=[CH:7][C:6]([C:9]2[C:10]([C:15]([NH:17][C:18]3[CH:19]=[C:20]([C:24]([OH:26])=O)[N:21]([CH3:23])[CH:22]=3)=[O:16])=[CH:11][CH:12]=[CH:13][CH:14]=2)=[CH:5][CH:4]=1.[Cl:29][C:30]1[CH:35]=[CH:34][C:33]([CH:36]([NH2:38])[CH3:37])=[CH:32][CH:31]=1.CN(C(ON1N=NC2C=CC=CC1=2)=[N+](C)C)C.[B-](F)(F)(F)F.ClCl. The catalyst is O1CCCC1.ClCCl.C(O)C.C(N(CC)CC)C. The product is [Cl:29][C:30]1[CH:35]=[CH:34][C:33]([CH:36]([NH:38][C:24]([C:20]2[N:21]([CH3:23])[CH:22]=[C:18]([NH:17][C:15]([C:10]3[C:9]([C:6]4[CH:7]=[CH:8][C:3]([C:2]([F:1])([F:27])[F:28])=[CH:4][CH:5]=4)=[CH:14][CH:13]=[CH:12][CH:11]=3)=[O:16])[CH:19]=2)=[O:26])[CH3:37])=[CH:32][CH:31]=1. The yield is 1.00.